From a dataset of Forward reaction prediction with 1.9M reactions from USPTO patents (1976-2016). Predict the product of the given reaction. (1) Given the reactants N#N.[FH:3].[F-:4].[K+].[C:6]1([S:12]([F:15])([F:14])[F:13])[CH:11]=[CH:10][CH:9]=[CH:8][CH:7]=1, predict the reaction product. The product is: [C:6]1([S:12]([F:4])([F:3])([F:15])([F:14])[F:13])[CH:11]=[CH:10][CH:9]=[CH:8][CH:7]=1. (2) The product is: [N+:1]([C:4]1[CH:17]=[C:16]2[C:7]([CH2:8][CH2:9][C:10]3[S:14][C:13]([NH:15][S:24]([C:21]4[CH:20]=[CH:19][C:18]([C:28]5[CH:33]=[CH:32][CH:31]=[CH:30][CH:29]=5)=[CH:23][CH:22]=4)(=[O:26])=[O:25])=[N:12][C:11]=32)=[CH:6][CH:5]=1)([O-:3])=[O:2]. Given the reactants [N+:1]([C:4]1[CH:17]=[C:16]2[C:7]([CH2:8][CH2:9][C:10]3[S:14][C:13]([NH2:15])=[N:12][C:11]=32)=[CH:6][CH:5]=1)([O-:3])=[O:2].[C:18]1([C:28]2[CH:33]=[CH:32][CH:31]=[CH:30][CH:29]=2)[CH:23]=[CH:22][C:21]([S:24](Cl)(=[O:26])=[O:25])=[CH:20][CH:19]=1, predict the reaction product. (3) Given the reactants [C:1]1([C:24]2[CH:29]=[CH:28][CH:27]=[CH:26][CH:25]=2)[CH:6]=[CH:5][C:4]([CH2:7][N:8]2[C:12]3[CH:13]=[C:14]([F:19])[C:15]([I:18])=[C:16]([F:17])[C:11]=3[N:10]=[C:9]2S(C)(=O)=O)=[CH:3][CH:2]=1.[CH2:30]([O:32][C:33]([CH:35]1[CH2:38][CH:37]([OH:39])[CH2:36]1)=[O:34])[CH3:31].C1CCN2C(=NCCC2)CC1, predict the reaction product. The product is: [C:1]1([C:24]2[CH:29]=[CH:28][CH:27]=[CH:26][CH:25]=2)[CH:6]=[CH:5][C:4]([CH2:7][N:8]2[C:12]3[CH:13]=[C:14]([F:19])[C:15]([I:18])=[C:16]([F:17])[C:11]=3[N:10]=[C:9]2[O:39][CH:37]2[CH2:38][CH:35]([C:33]([O:32][CH2:30][CH3:31])=[O:34])[CH2:36]2)=[CH:3][CH:2]=1. (4) Given the reactants CS(C)=O.C(Cl)(=O)C(Cl)=O.[CH:11]([C:14]1[CH:15]=[CH:16][CH:17]=[C:18]2[C:23]=1[N:22]=[C:21]([CH2:24][OH:25])[CH:20]=[C:19]2[CH3:26])([CH3:13])[CH3:12].C(N(CC)CC)C, predict the reaction product. The product is: [CH:11]([C:14]1[CH:15]=[CH:16][CH:17]=[C:18]2[C:23]=1[N:22]=[C:21]([CH:24]=[O:25])[CH:20]=[C:19]2[CH3:26])([CH3:13])[CH3:12].